This data is from Forward reaction prediction with 1.9M reactions from USPTO patents (1976-2016). The task is: Predict the product of the given reaction. (1) Given the reactants C1(P(C2CCCCC2)C2CCCCC2)CCCCC1.[C:20]([N:23]1[CH2:32][CH2:31][C:30]2[C:25](=[CH:26][CH:27]=[CH:28][C:29]=2Cl)[CH2:24]1)(=[O:22])[CH3:21].[CH3:34][C:35]1([CH3:51])[C:39]([CH3:41])([CH3:40])[O:38][B:37]([B:37]2[O:38][C:39]([CH3:41])([CH3:40])[C:35]([CH3:51])([CH3:34])[O:36]2)[O:36]1.C([O-])(=O)C.[K+], predict the reaction product. The product is: [C:20]([N:23]1[CH2:32][CH2:31][C:30]2[C:25](=[CH:26][CH:27]=[CH:28][C:29]=2[B:37]2[O:38][C:39]([CH3:41])([CH3:40])[C:35]([CH3:51])([CH3:34])[O:36]2)[CH2:24]1)(=[O:22])[CH3:21]. (2) Given the reactants [F:1][C:2]1[CH:27]=[CH:26][C:5]([CH2:6][C:7]2[NH:11][N:10]=[C:9]([C:12]3[N:13]=[N:14][N:15]([CH2:17][C:18]4[CH:23]=[CH:22][C:21]([O:24][CH3:25])=[CH:20][CH:19]=4)[CH:16]=3)[CH:8]=2)=[CH:4][CH:3]=1.[H-].[Na+].Br[CH2:31][C:32]([O:34][C:35]([CH3:38])([CH3:37])[CH3:36])=[O:33], predict the reaction product. The product is: [F:1][C:2]1[CH:3]=[CH:4][C:5]([CH2:6][C:7]2[N:11]([CH2:31][C:32]([O:34][C:35]([CH3:38])([CH3:37])[CH3:36])=[O:33])[N:10]=[C:9]([C:12]3[N:13]=[N:14][N:15]([CH2:17][C:18]4[CH:23]=[CH:22][C:21]([O:24][CH3:25])=[CH:20][CH:19]=4)[CH:16]=3)[CH:8]=2)=[CH:26][CH:27]=1.